From a dataset of Reaction yield outcomes from USPTO patents with 853,638 reactions. Predict the reaction yield, written as a fraction of the theoretical maximum amount of product (1.0 means a 100% yield; for example, 0.34 means a 34% yield). (1) The reactants are [CH2:1]([O:3][C:4]([C:6]1[C:15](=[O:16])[C:14]2[C:13](=[O:17])[CH2:12][CH2:11][CH2:10][C:9]=2[NH:8][CH:7]=1)=[O:5])[CH3:2].II. The catalyst is C(O)C. The product is [CH2:1]([O:3][C:4]([C:6]1[C:15](=[O:16])[C:14]2[C:9](=[CH:10][CH:11]=[CH:12][C:13]=2[OH:17])[NH:8][CH:7]=1)=[O:5])[CH3:2]. The yield is 0.430. (2) The reactants are Cl[C:2]1[CH:7]=[CH:6][C:5]([CH3:8])=[CH:4][C:3]=1[N+:9]([O-:11])=[O:10].[N:12]1[CH:17]=[CH:16][CH:15]=[C:14]([OH:18])[CH:13]=1.C(=O)([O-])[O-].[K+].[K+]. The catalyst is CN(C)C=O.C(OCC)(=O)C. The product is [CH3:8][C:5]1[CH:6]=[CH:7][C:2]([O:18][C:14]2[CH:13]=[N:12][CH:17]=[CH:16][CH:15]=2)=[C:3]([N+:9]([O-:11])=[O:10])[CH:4]=1. The yield is 0.270. (3) The reactants are [NH2:1][C:2]1[CH:9]=[CH:8][CH:7]=[C:6]([O:10][CH2:11][CH2:12][CH3:13])[C:3]=1[C:4]#[N:5].[S:14](Cl)(=[O:17])(=[O:16])[NH2:15]. The catalyst is CC(N(C)C)=O. The product is [S:14]([NH:1][C:2]1[CH:9]=[CH:8][CH:7]=[C:6]([O:10][CH2:11][CH2:12][CH3:13])[C:3]=1[C:4]#[N:5])(=[O:17])(=[O:16])[NH2:15]. The yield is 0.770. (4) The reactants are [H-].[Na+].[Cl:3][C:4]1[CH:5]=[CH:6][C:7]([NH:10][CH3:11])=[N:8][CH:9]=1.Br[CH2:13][C:14]1[CH:23]=[CH:22][C:21]([Cl:24])=[CH:20][C:15]=1[C:16]([O:18][CH3:19])=[O:17].O. The catalyst is O1CCCC1. The product is [Cl:24][C:21]1[CH:22]=[CH:23][C:14]([CH2:13][N:10]([C:7]2[CH:6]=[CH:5][C:4]([Cl:3])=[CH:9][N:8]=2)[CH3:11])=[C:15]([CH:20]=1)[C:16]([O:18][CH3:19])=[O:17]. The yield is 0.330.